The task is: Regression/Classification. Given a drug SMILES string, predict its absorption, distribution, metabolism, or excretion properties. Task type varies by dataset: regression for continuous measurements (e.g., permeability, clearance, half-life) or binary classification for categorical outcomes (e.g., BBB penetration, CYP inhibition). Dataset: cyp2c9_veith.. This data is from CYP2C9 inhibition data for predicting drug metabolism from PubChem BioAssay. (1) The molecule is N#Cc1c(NC(=O)C2CC(c3ccccc3Cl)=NO2)sc2c1CCC2. The result is 1 (inhibitor). (2) The drug is Oc1ccccc1C1Nc2cccc3cccc(c23)N1. The result is 1 (inhibitor). (3) The compound is O=C(c1ccccc1)[C@H]1[C@H](c2ccccc2[N+](=O)[O-])N1C1CCCCC1. The result is 0 (non-inhibitor). (4) The drug is CCC(O)CNc1nc(-n2nc(C)cc2C)nc2sc3c(c12)CC(C)(C)OC3. The result is 1 (inhibitor).